Task: Predict the reactants needed to synthesize the given product.. Dataset: Full USPTO retrosynthesis dataset with 1.9M reactions from patents (1976-2016) Given the product [CH:15]1([NH:18][CH2:13][C@@H:9]2[CH2:10][CH2:11][CH2:12][N:8]2[C:6]([O:5][C:1]([CH3:4])([CH3:3])[CH3:2])=[O:7])[CH2:17][CH2:16]1, predict the reactants needed to synthesize it. The reactants are: [C:1]([O:5][C:6]([N:8]1[CH2:12][CH2:11][CH2:10][C@H:9]1[CH:13]=O)=[O:7])([CH3:4])([CH3:3])[CH3:2].[CH:15]1([NH2:18])[CH2:17][CH2:16]1.[BH4-].[Na+].O.